This data is from Reaction yield outcomes from USPTO patents with 853,638 reactions. The task is: Predict the reaction yield, written as a fraction of the theoretical maximum amount of product (1.0 means a 100% yield; for example, 0.34 means a 34% yield). (1) The reactants are [Br:1][C:2]1[C:7]([CH3:8])=[CH:6][C:5]([N:9]2[C:18]3[C:13](=[CH:14][C:15]([S:19](OC4C(F)=C(F)C(F)=C(F)C=4F)(=[O:21])=[O:20])=[CH:16][CH:17]=3)[CH:12]=[CH:11][C:10]2=[O:34])=[C:4]([O:35][CH3:36])[CH:3]=1.C1COCC1.[N:42]1[CH:47]=[CH:46][CH:45]=[N:44][C:43]=1[NH2:48].C[Si]([N-][Si](C)(C)C)(C)C.[Li+]. The catalyst is Cl.CCOC(C)=O. The product is [Br:1][C:2]1[C:7]([CH3:8])=[CH:6][C:5]([N:9]2[C:18]3[C:13](=[CH:14][C:15]([S:19]([NH:48][C:43]4[N:44]=[CH:45][CH:46]=[CH:47][N:42]=4)(=[O:21])=[O:20])=[CH:16][CH:17]=3)[CH:12]=[CH:11][C:10]2=[O:34])=[C:4]([O:35][CH3:36])[CH:3]=1. The yield is 0.830. (2) The reactants are [O:1]1[CH2:6][CH2:5][CH:4]([C:7]([N:9]2[CH2:15][C:14]3[N:16]=[CH:17][C:18]([C:20]([O:22]C)=O)=[N:19][C:13]=3[O:12][CH2:11][CH2:10]2)=[O:8])[CH2:3][CH2:2]1.[NH2:24][OH:25].[OH-].[Na+].Cl. The catalyst is C1COCC1.CO. The product is [OH:25][NH:24][C:20]([C:18]1[CH:17]=[N:16][C:14]2[CH2:15][N:9]([C:7]([CH:4]3[CH2:3][CH2:2][O:1][CH2:6][CH2:5]3)=[O:8])[CH2:10][CH2:11][O:12][C:13]=2[N:19]=1)=[O:22]. The yield is 0.380. (3) The reactants are CCCC[N+](CCCC)(CCCC)CCCC.[F-].C[Si]([C:23]#[C:24][C:25]1[CH:26]=[N:27][N:28]([C:30]([O:32][C:33]([CH3:36])([CH3:35])[CH3:34])=[O:31])[CH:29]=1)(C)C. The catalyst is C1COCC1. The product is [C:24]([C:25]1[CH:26]=[N:27][N:28]([C:30]([O:32][C:33]([CH3:36])([CH3:35])[CH3:34])=[O:31])[CH:29]=1)#[CH:23]. The yield is 0.545. (4) The product is [N:1]([CH2:4][CH2:5][O:6][CH2:7][CH2:8][O:9][CH2:10][CH2:11][O:12][CH2:13][CH2:14][NH2:15])=[N+:2]=[N-:3]. The catalyst is Cl.CCOCC. The yield is 0.880. The reactants are [N:1]([CH2:4][CH2:5][O:6][CH2:7][CH2:8][O:9][CH2:10][CH2:11][O:12][CH2:13][CH2:14][N:15]=[N+]=[N-])=[N+:2]=[N-:3].C1(P(C2C=CC=CC=2)C2C=CC=CC=2)C=CC=CC=1.